This data is from Full USPTO retrosynthesis dataset with 1.9M reactions from patents (1976-2016). The task is: Predict the reactants needed to synthesize the given product. (1) The reactants are: [F:1][CH:2]([F:37])[C:3]1[N:7]([C:8]2[N:13]=[C:12]([N:14]3[CH2:19][CH2:18][O:17][CH2:16][CH2:15]3)[N:11]=[C:10]([N:20]3[CH2:25][CH2:24][N:23]([S:26]([CH:29]=[CH2:30])(=[O:28])=[O:27])[CH2:22][CH2:21]3)[N:9]=2)[C:6]2[CH:31]=[CH:32][CH:33]=[C:34]([O:35][CH3:36])[C:5]=2[N:4]=1.[CH3:38][N:39]1[CH2:44][CH2:43][NH:42][CH2:41][CH2:40]1.O1CCOCC1. Given the product [F:37][CH:2]([F:1])[C:3]1[N:7]([C:8]2[N:9]=[C:10]([N:20]3[CH2:21][CH2:22][N:23]([S:26]([CH2:29][CH2:30][N:42]4[CH2:43][CH2:44][N:39]([CH3:38])[CH2:40][CH2:41]4)(=[O:28])=[O:27])[CH2:24][CH2:25]3)[N:11]=[C:12]([N:14]3[CH2:15][CH2:16][O:17][CH2:18][CH2:19]3)[N:13]=2)[C:6]2[CH:31]=[CH:32][CH:33]=[C:34]([O:35][CH3:36])[C:5]=2[N:4]=1, predict the reactants needed to synthesize it. (2) Given the product [CH2:13]([CH:14]1[CH2:15][CH2:16][CH:17]([CH2:20][OH:21])[CH2:18][CH2:19]1)[C:3]#[CH:4], predict the reactants needed to synthesize it. The reactants are: N.[Li].[CH:3]#[CH:4].[Si](O[CH2:13][CH:14]1[CH2:19][CH2:18][CH:17]([CH2:20][O:21]S(C2C=CC(C)=CC=2)(=O)=O)[CH2:16][CH2:15]1)(C(C)(C)C)(C)C. (3) Given the product [Cl:15][C:14]1[C:13]2[C:8](=[CH:9][CH:10]=[CH:11][CH:12]=2)[N:7]([C:16]2[CH:21]=[CH:20][C:19]([CH2:22][NH:23][C:24]([C:26]3([NH:29][C:30]([C:32]4[O:36][N:35]=[C:34]([O:37][CH3:38])[CH:33]=4)=[O:31])[CH2:28][CH2:27]3)=[O:25])=[CH:18][CH:17]=2)[C:6]=1[C:4]([OH:5])=[O:3], predict the reactants needed to synthesize it. The reactants are: C([O:3][C:4]([C:6]1[N:7]([C:16]2[CH:21]=[CH:20][C:19]([CH2:22][NH:23][C:24]([C:26]3([NH:29][C:30]([C:32]4[O:36][N:35]=[C:34]([O:37][CH3:38])[CH:33]=4)=[O:31])[CH2:28][CH2:27]3)=[O:25])=[CH:18][CH:17]=2)[C:8]2[C:13]([C:14]=1[Cl:15])=[CH:12][CH:11]=[CH:10][CH:9]=2)=[O:5])C.O1CCCC1.O.[OH-].[Li+].Cl.